This data is from Catalyst prediction with 721,799 reactions and 888 catalyst types from USPTO. The task is: Predict which catalyst facilitates the given reaction. (1) Reactant: [F:1][C:2]1[CH:3]=[N:4][C:5]2[C:10]([C:11]=1[CH2:12][C:13]([C:16]13[CH2:23][CH2:22][C:19]([NH:24]C(=O)OC(C)(C)C)([CH2:20][CH2:21]1)[CH2:18][O:17]3)([OH:15])[CH3:14])=[N:9][C:8]([O:32][CH3:33])=[CH:7][CH:6]=2.FC(F)(F)C(O)=O. Product: [NH2:24][C:19]12[CH2:22][CH2:23][C:16]([C:13]([OH:15])([CH3:14])[CH2:12][C:11]3[C:10]4[C:5](=[CH:6][CH:7]=[C:8]([O:32][CH3:33])[N:9]=4)[N:4]=[CH:3][C:2]=3[F:1])([CH2:21][CH2:20]1)[O:17][CH2:18]2. The catalyst class is: 4. (2) Product: [C:22]([O:21][C:19]([N:13]1[CH2:18][CH2:17][N:16]([S:9]([C:6]2[CH:7]=[CH:8][C:3]([C:1]#[N:2])=[CH:4][CH:5]=2)(=[O:11])=[O:10])[CH2:15][CH2:14]1)=[O:20])([CH3:25])([CH3:23])[CH3:24]. The catalyst class is: 4. Reactant: [C:1]([C:3]1[CH:8]=[CH:7][C:6]([S:9](Cl)(=[O:11])=[O:10])=[CH:5][CH:4]=1)#[N:2].[N:13]1([C:19]([O:21][C:22]([CH3:25])([CH3:24])[CH3:23])=[O:20])[CH2:18][CH2:17][NH:16][CH2:15][CH2:14]1.CCN(C(C)C)C(C)C. (3) The catalyst class is: 10. Product: [NH:2]([C:6]1[CH:14]=[CH:13][C:9]([C:10]([O:33][C:31]2[CH:30]=[CH:29][C:28]([CH:34]3[CH2:35][CH2:36][N:37]([C:40](=[O:50])[CH2:41][CH2:42][C:43]([O:45][C:46]([CH3:47])([CH3:48])[CH3:49])=[O:44])[CH2:38][CH2:39]3)=[C:27]([C:24]3[CH2:23][C:22]([CH2:51][C:52]([O:53][C:54]([CH3:57])([CH3:56])[CH3:55])=[O:58])([CH2:21][C:20](=[O:59])[O:19][C:15]([CH3:17])([CH3:18])[CH3:16])[O:26][N:25]=3)[CH:32]=2)=[O:11])=[CH:8][CH:7]=1)[C:3]([NH2:5])=[NH:4]. Reactant: Cl.[NH:2]([C:6]1[CH:14]=[CH:13][C:9]([C:10](Cl)=[O:11])=[CH:8][CH:7]=1)[C:3]([NH2:5])=[NH:4].[C:15]([O:19][C:20](=[O:59])[CH2:21][C:22]1([CH2:51][C:52](=[O:58])[O:53][C:54]([CH3:57])([CH3:56])[CH3:55])[O:26][N:25]=[C:24]([C:27]2[CH:32]=[C:31]([OH:33])[CH:30]=[CH:29][C:28]=2[CH:34]2[CH2:39][CH2:38][N:37]([C:40](=[O:50])[CH2:41][CH2:42][C:43]([O:45][C:46]([CH3:49])([CH3:48])[CH3:47])=[O:44])[CH2:36][CH2:35]2)[CH2:23]1)([CH3:18])([CH3:17])[CH3:16].N1C=CC=CC=1.CN1C(=O)CCC1. (4) Reactant: Cl[C:2](OC(Cl)(Cl)Cl)=[O:3].[Si:9]([O:26][CH2:27][C@H:28]([OH:35])[CH2:29][N:30]1[CH:34]=[CH:33][N:32]=[CH:31]1)([C:22]([CH3:25])([CH3:24])[CH3:23])([C:16]1[CH:21]=[CH:20][CH:19]=[CH:18][CH:17]=1)[C:10]1[CH:15]=[CH:14][CH:13]=[CH:12][CH:11]=1.N1C=CC=CC=1. Product: [Si:9]([O:26][CH2:27][C@@H:28]1[O:35][C:2](=[O:3])[C:31]2=[N:32][CH:33]=[CH:34][N:30]2[CH2:29]1)([C:22]([CH3:23])([CH3:24])[CH3:25])([C:16]1[CH:17]=[CH:18][CH:19]=[CH:20][CH:21]=1)[C:10]1[CH:15]=[CH:14][CH:13]=[CH:12][CH:11]=1. The catalyst class is: 10. (5) Reactant: C[O:2][C:3]([C:5]12[O:11][CH2:10][C:9]1([CH3:12])[CH2:8][CH2:7][CH:6]2[CH2:13][C:14]1[CH:19]=[CH:18][C:17]([Cl:20])=[CH:16][CH:15]=1)=O.[BH4-].[Na+].[Cl-].[Ca+2].[Cl-].C(O)(=O)CC(CC(O)=O)(C(O)=O)O. Product: [Cl:20][C:17]1[CH:16]=[CH:15][C:14]([CH2:13][CH:6]2[C:5]3([CH2:3][OH:2])[C:9]([CH3:12])([CH2:10][O:11]3)[CH2:8][CH2:7]2)=[CH:19][CH:18]=1. The catalyst class is: 8. (6) Product: [Cl:23][C:21]1[CH:20]=[CH:19][C:18]([O:24][CH2:25][C:26]2[CH:27]=[CH:28][C:29]([Cl:32])=[CH:30][CH:31]=2)=[C:17]([C:12]2[N:11]([C:7]3[CH:6]=[C:5]([CH:10]=[CH:9][CH:8]=3)[C:4]([OH:33])=[O:3])[C:15]([CH3:16])=[CH:14][CH:13]=2)[CH:22]=1. The catalyst class is: 25. Reactant: C([O:3][C:4](=[O:33])[C:5]1[CH:10]=[CH:9][CH:8]=[C:7]([N:11]2[C:15]([CH3:16])=[CH:14][CH:13]=[C:12]2[C:17]2[CH:22]=[C:21]([Cl:23])[CH:20]=[CH:19][C:18]=2[O:24][CH2:25][C:26]2[CH:31]=[CH:30][C:29]([Cl:32])=[CH:28][CH:27]=2)[CH:6]=1)C.[OH-].[Na+].CCO. (7) Product: [CH2:11]([NH:1][C:2]1[N:3]=[N:4][CH:5]=[CH:6][C:7]=1[C:8]([OH:10])=[O:9])[C:12]1[CH:17]=[CH:16][CH:15]=[CH:14][CH:13]=1. Reactant: [NH2:1][C:2]1[N:3]=[N:4][CH:5]=[CH:6][C:7]=1[C:8]([OH:10])=[O:9].[CH:11](=O)[C:12]1[CH:17]=[CH:16][CH:15]=[CH:14][CH:13]=1.[Na]. The catalyst class is: 3. (8) Reactant: [Br:1][C:2]1[CH:7]=[CH:6][C:5]([C:8](=[O:13])[C:9]([F:12])([F:11])[F:10])=[CH:4][CH:3]=1.[BH4-].[Na+]. Product: [Br:1][C:2]1[CH:7]=[CH:6][C:5]([CH:8]([OH:13])[C:9]([F:11])([F:12])[F:10])=[CH:4][CH:3]=1. The catalyst class is: 1. (9) Reactant: [C:1](/[CH:3]=[CH:4]/[S:5]([C:8]1[CH:13]=[CH:12][C:11]([C:14]([CH3:19])([CH3:18])[C:15]([OH:17])=O)=[CH:10][CH:9]=1)(=[O:7])=[O:6])#[N:2].[F:20][CH:21]([F:24])[CH2:22][NH2:23].Cl.CN(C)CCCN=C=NCC.ON1C2C=CC=CC=2N=N1.C(=O)(O)[O-].[Na+]. Product: [C:1](/[CH:3]=[CH:4]/[S:5]([C:8]1[CH:9]=[CH:10][C:11]([C:14]([CH3:19])([CH3:18])[C:15]([NH:23][CH2:22][CH:21]([F:24])[F:20])=[O:17])=[CH:12][CH:13]=1)(=[O:6])=[O:7])#[N:2]. The catalyst class is: 7.